From a dataset of Reaction yield outcomes from USPTO patents with 853,638 reactions. Predict the reaction yield, written as a fraction of the theoretical maximum amount of product (1.0 means a 100% yield; for example, 0.34 means a 34% yield). (1) The reactants are C(OC(=O)[NH:7][C:8]1[CH:13]=[CH:12][C:11]([CH:14]2[CH2:19][NH:18][S:17](=[O:21])(=[O:20])[NH:16][CH2:15]2)=[CH:10][CH:9]=1)(C)(C)C.C1C(=O)N([Br:30])C(=O)C1. The catalyst is C(O)(C(F)(F)F)=O. The product is [Br:30][C:9]1[CH:10]=[C:11]([CH:14]2[CH2:19][NH:18][S:17](=[O:21])(=[O:20])[NH:16][CH2:15]2)[CH:12]=[CH:13][C:8]=1[NH2:7]. The yield is 0.520. (2) The reactants are Cl[CH2:2][C:3]1[O:4][C:5]2[CH:12]=[CH:11][CH:10]=[CH:9][C:6]=2[C:7]=1[CH3:8].[CH3:13][C:14]1([CH3:28])[C:18]([CH3:20])([CH3:19])[O:17][B:16]([C:21]2[CH:26]=[CH:25][C:24]([OH:27])=[CH:23][CH:22]=2)[O:15]1. No catalyst specified. The product is [CH3:8][C:7]1[C:6]2[CH:9]=[CH:10][CH:11]=[CH:12][C:5]=2[O:4][C:3]=1[CH2:2][O:27][C:24]1[CH:23]=[CH:22][C:21]([B:16]2[O:17][C:18]([CH3:20])([CH3:19])[C:14]([CH3:28])([CH3:13])[O:15]2)=[CH:26][CH:25]=1. The yield is 0.440. (3) The reactants are [C:1]([C:5]1[CH:10]=[CH:9][CH:8]=[CH:7][C:6]=1[NH2:11])([CH3:4])([CH3:3])[CH3:2].[N+:12]([O-])([O-:14])=[O:13].[K+]. The catalyst is S(=O)(=O)(O)O. The product is [C:1]([C:5]1[CH:10]=[CH:9][C:8]([N+:12]([O-:14])=[O:13])=[CH:7][C:6]=1[NH2:11])([CH3:4])([CH3:2])[CH3:3]. The yield is 0.640.